From a dataset of Full USPTO retrosynthesis dataset with 1.9M reactions from patents (1976-2016). Predict the reactants needed to synthesize the given product. (1) Given the product [Cl:1][C:2]1[CH:3]=[CH:4][C:5]([S:9][CH2:10][C:11]2[N:12]=[CH:13][CH:14]=[CH:15][N:16]=2)=[C:6]([NH:7][S:26]([C:18]2[O:17][C:21]3[CH:22]=[CH:23][CH:24]=[CH:25][C:20]=3[CH:19]=2)(=[O:27])=[O:28])[CH:8]=1, predict the reactants needed to synthesize it. The reactants are: [Cl:1][C:2]1[CH:3]=[CH:4][C:5]([S:9][CH2:10][C:11]2[N:16]=[CH:15][CH:14]=[CH:13][N:12]=2)=[C:6]([CH:8]=1)[NH2:7].[O:17]1[C:21]2[CH:22]=[CH:23][CH:24]=[CH:25][C:20]=2[CH:19]=[C:18]1[S:26](Cl)(=[O:28])=[O:27]. (2) Given the product [C:25]([O:1][CH2:2][C:3]([CH2:4][O:5][C:6]1[CH:13]=[CH:12][CH:11]=[C:10]([N+:14]([O-:16])=[O:15])[C:7]=1[C:8]#[N:9])=[CH2:17])(=[O:26])[CH3:24], predict the reactants needed to synthesize it. The reactants are: [OH:1][CH2:2][C:3](=[CH2:17])[CH2:4][O:5][C:6]1[CH:13]=[CH:12][CH:11]=[C:10]([N+:14]([O-:16])=[O:15])[C:7]=1[C:8]#[N:9].N1C=CC=CC=1.[CH3:24][C:25](OC(C)=O)=[O:26]. (3) Given the product [NH2:1][C:2]1[C:7]([C:8]#[N:9])=[C:6]([Cl:10])[N:5]=[C:4]([C:11]([NH:37][CH2:36][CH:33]2[CH2:34][CH2:35][N:30]([CH2:29][C:26]3[S:25][C:24]([C:19]4[CH:20]=[CH:21][CH:22]=[CH:23][C:18]=4[F:17])=[N:28][CH:27]=3)[CH2:31][CH2:32]2)=[O:13])[CH:3]=1, predict the reactants needed to synthesize it. The reactants are: [NH2:1][C:2]1[C:7]([C:8]#[N:9])=[C:6]([Cl:10])[N:5]=[C:4]([C:11]([OH:13])=O)[CH:3]=1.Cl.Cl.Cl.[F:17][C:18]1[CH:23]=[CH:22][CH:21]=[CH:20][C:19]=1[C:24]1[S:25][C:26]([CH2:29][N:30]2[CH2:35][CH2:34][CH:33]([CH2:36][NH2:37])[CH2:32][CH2:31]2)=[CH:27][N:28]=1.C(N(CC)CC)C.C(=O)(O)[O-].[Na+]. (4) Given the product [CH2:6]([O:30][CH2:17][C@@H:18]1[CH:19]=[CH:20][CH2:15][C@H:14]1[OH:13])[C:7]1[CH:2]=[CH:3][CH:4]=[CH:5][CH:8]=1, predict the reactants needed to synthesize it. The reactants are: C[C:2]1[C@H:7]2[C:8](C)(C)[C@H:5]([CH2:6]2)[CH2:4][CH:3]=1.ClC[O:13][CH2:14][C:15]1[CH:20]=[CH:19][CH:18]=[CH:17]C=1.[CH-]1C=CC=C1.[Na+].C1C[O:30]CC1.